Dataset: Forward reaction prediction with 1.9M reactions from USPTO patents (1976-2016). Task: Predict the product of the given reaction. (1) The product is: [Cl:6][C:7]1[CH:12]=[CH:11][N:10]=[CH:9][C:8]=1[CH:13]=[CH2:1]. Given the reactants [CH2:1]([Li])CCC.[Cl:6][C:7]1[CH:12]=[CH:11][N:10]=[CH:9][C:8]=1[CH:13]=O, predict the reaction product. (2) The product is: [NH2:26][C@@H:21]([CH2:22][CH:23]([CH3:25])[CH3:24])[CH2:20][O:19][C:3]1[C:4]([Cl:18])=[CH:5][C:6]2[C:15]3[C:10](=[CH:11][N:12]=[CH:13][CH:14]=3)[C:9](=[O:16])[N:8]([CH3:17])[C:7]=2[C:2]=1[Cl:1]. Given the reactants [Cl:1][C:2]1[C:7]2[N:8]([CH3:17])[C:9](=[O:16])[C:10]3[C:15]([C:6]=2[CH:5]=[C:4]([Cl:18])[C:3]=1[O:19][CH2:20][C@@H:21]([NH:26]C(=O)OC(C)(C)C)[CH2:22][CH:23]([CH3:25])[CH3:24])=[CH:14][CH:13]=[N:12][CH:11]=3.Cl, predict the reaction product. (3) Given the reactants [F:1][C:2]([F:11])([F:10])[C:3]1[CH:9]=[CH:8][C:6]([NH2:7])=[CH:5][CH:4]=1.C([O:14][C:15](=[O:22])[CH:16](CC)[C:17]([CH3:19])=O)C, predict the reaction product. The product is: [CH3:19][C:17]1[C:8]2[C:6](=[CH:5][CH:4]=[C:3]([C:2]([F:10])([F:11])[F:1])[CH:9]=2)[NH:7][C:16]=1[C:15]([OH:22])=[O:14]. (4) Given the reactants Br[C:2]1[CH:3]=[C:4]([C:8]2[CH:13]=[C:12]([C:14]3[CH:19]=[CH:18][CH:17]=[C:16](Br)[CH:15]=3)[N:11]=[C:10]([C:21]3[CH:26]=[CH:25][CH:24]=[CH:23][CH:22]=3)[N:9]=2)[CH:5]=[CH:6][CH:7]=1.[C:27]1(B(O)O)[C:36]2[C:31](=[CH:32][CH:33]=[CH:34][CH:35]=2)[CH:30]=[CH:29][CH:28]=1.CC1C=CC=CC=1P([C:55]1[CH:60]=[CH:59][CH:58]=[CH:57][C:56]=1[CH3:61])C1C=CC=CC=1C.C(=O)([O-])[O-].[K+].[K+].[C:68]1(C)[CH:73]=CC=C[CH:69]=1, predict the reaction product. The product is: [C:27]1([C:2]2[CH:3]=[C:4]([C:8]3[CH:13]=[C:12]([C:14]4[CH:19]=[CH:18][CH:17]=[C:16]([C:57]5[C:56]6[C:55](=[CH:69][CH:68]=[CH:73][CH:61]=6)[CH:60]=[CH:59][CH:58]=5)[CH:15]=4)[N:11]=[C:10]([C:21]4[CH:26]=[CH:25][CH:24]=[CH:23][CH:22]=4)[N:9]=3)[CH:5]=[CH:6][CH:7]=2)[C:36]2[C:31](=[CH:32][CH:33]=[CH:34][CH:35]=2)[CH:30]=[CH:29][CH:28]=1. (5) Given the reactants [BH4-].[Na+].C([N:10]1[CH2:15][C:14]([CH2:16][O:17][C:18]2[CH:23]=[C:22]([O:24][CH2:25][C:26]3[CH:31]=[CH:30][CH:29]=[CH:28][CH:27]=3)[CH:21]=[CH:20][C:19]=2Br)=[CH:13][CH2:12][CH2:11]1)C1C=CC=CC=1.C(=O)(O)[O-].[K+].[CH2:38]([O:45][C:46](Cl)=[O:47])[C:39]1[CH:44]=[CH:43][CH:42]=[CH:41][CH:40]=1.C([O-])(O)=O.[Na+].N1(C([O-])=O)CC=CCC1, predict the reaction product. The product is: [CH2:25]([O:24][C:22]1[CH:21]=[CH:20][C:19]2[C:14]3([CH2:16][O:17][C:18]=2[CH:23]=1)[CH:13]=[CH:12][CH2:11][N:10]([C:46]([O:45][CH2:38][C:39]1[CH:44]=[CH:43][CH:42]=[CH:41][CH:40]=1)=[O:47])[CH2:15]3)[C:26]1[CH:27]=[CH:28][CH:29]=[CH:30][CH:31]=1. (6) Given the reactants ClC(Cl)(O[C:5](=[O:11])OC(Cl)(Cl)Cl)Cl.[NH2:13][C:14]1[CH:23]=[CH:22][C:21]([C:24]([C:26]2[N:30]3[CH:31]=[CH:32][CH:33]=[CH:34][C:29]3=[C:28]([Br:35])[N:27]=2)=[O:25])=[CH:20][C:15]=1[C:16]([O:18][CH3:19])=[O:17].[F:36][C:37]1[CH:44]=[CH:43][C:40]([CH2:41][NH2:42])=[CH:39][CH:38]=1.C(N(CC)CC)C, predict the reaction product. The product is: [Br:35][C:28]1[N:27]=[C:26]([C:24]([C:21]2[CH:22]=[CH:23][C:14]([NH:13][C:5](=[O:11])[NH:42][CH2:41][C:40]3[CH:43]=[CH:44][C:37]([F:36])=[CH:38][CH:39]=3)=[C:15]([CH:20]=2)[C:16]([O:18][CH3:19])=[O:17])=[O:25])[N:30]2[CH:31]=[CH:32][CH:33]=[CH:34][C:29]=12. (7) Given the reactants N[C:2]1[S:3][C:4]2[CH:10]=[CH:9][CH:8]=[C:7]([CH3:11])[C:5]=2[N:6]=1.CC[N:14](CC)CC.[CH3:19][C:20]([O:23][C:24]([O:26]C(OC(C)(C)C)=O)=O)([CH3:22])[CH3:21], predict the reaction product. The product is: [C:24]([C:2]1[S:3][C:4]2[CH:10]=[CH:9][C:8]([NH2:14])=[C:7]([CH3:11])[C:5]=2[N:6]=1)([O:23][C:20]([CH3:22])([CH3:21])[CH3:19])=[O:26].